Regression. Given a peptide amino acid sequence and an MHC pseudo amino acid sequence, predict their binding affinity value. This is MHC class I binding data. From a dataset of Peptide-MHC class I binding affinity with 185,985 pairs from IEDB/IMGT. (1) The MHC is HLA-A23:01 with pseudo-sequence HLA-A23:01. The binding affinity (normalized) is 0.224. The peptide sequence is VGIPTHRHI. (2) The peptide sequence is IMSMMNITR. The MHC is HLA-A33:01 with pseudo-sequence HLA-A33:01. The binding affinity (normalized) is 0.871. (3) The peptide sequence is LLSRFFNMI. The MHC is HLA-A32:01 with pseudo-sequence HLA-A32:01. The binding affinity (normalized) is 0.393. (4) The peptide sequence is GRGQILLGK. The binding affinity (normalized) is 0.0847. The MHC is HLA-A69:01 with pseudo-sequence HLA-A69:01. (5) The peptide sequence is AQIDNYNKF. The MHC is HLA-B18:01 with pseudo-sequence HLA-B18:01. The binding affinity (normalized) is 0.154. (6) The peptide sequence is HLSGPLAGV. The MHC is HLA-B07:02 with pseudo-sequence HLA-B07:02. The binding affinity (normalized) is 0.0847.